Task: Regression. Given a peptide amino acid sequence and an MHC pseudo amino acid sequence, predict their binding affinity value. This is MHC class II binding data.. Dataset: Peptide-MHC class II binding affinity with 134,281 pairs from IEDB (1) The peptide sequence is NAGFKAAVAAAAVVP. The MHC is DRB1_1501 with pseudo-sequence DRB1_1501. The binding affinity (normalized) is 0.317. (2) The peptide sequence is GELQIVDKICAAFKI. The MHC is DRB1_0701 with pseudo-sequence DRB1_0701. The binding affinity (normalized) is 0.406. (3) The peptide sequence is PEGLLWLLLTGKVPT. The MHC is DRB4_0101 with pseudo-sequence DRB4_0103. The binding affinity (normalized) is 0.318. (4) The peptide sequence is DLPTHENHGLKTRQE. The MHC is DRB3_0101 with pseudo-sequence DRB3_0101. The binding affinity (normalized) is 0.293. (5) The peptide sequence is GGSVIRISSANPEDL. The MHC is HLA-DPA10201-DPB10101 with pseudo-sequence HLA-DPA10201-DPB10101. The binding affinity (normalized) is 0.184. (6) The peptide sequence is GELQIVDKIDAAFTI. The MHC is DRB1_1101 with pseudo-sequence DRB1_1101. The binding affinity (normalized) is 0.527.